From a dataset of Forward reaction prediction with 1.9M reactions from USPTO patents (1976-2016). Predict the product of the given reaction. (1) Given the reactants [C:1]([O:5][C:6]([N:8]1[CH2:13][CH2:12][N:11]([CH:14]([C:17]2[CH:22]=[CH:21][CH:20]=[C:19]([C:23]([F:26])([F:25])[F:24])[CH:18]=2)[CH2:15][OH:16])[CH2:10][CH2:9]1)=[O:7])([CH3:4])([CH3:3])[CH3:2].[H-].[Na+].I[CH3:30], predict the reaction product. The product is: [C:1]([O:5][C:6]([N:8]1[CH2:13][CH2:12][N:11]([CH:14]([C:17]2[CH:22]=[CH:21][CH:20]=[C:19]([C:23]([F:25])([F:26])[F:24])[CH:18]=2)[CH2:15][O:16][CH3:30])[CH2:10][CH2:9]1)=[O:7])([CH3:4])([CH3:2])[CH3:3]. (2) Given the reactants [N:1]1[CH:6]=[CH:5][CH:4]=[CH:3][C:2]=1[C:7]1[N:8]=[C:9]([OH:16])[C:10]2[CH:15]=[CH:14][S:13][C:11]=2[N:12]=1.O[C@@H:18]1[CH2:22][N:21]([C:23]([O:25][C:26]([CH3:29])([CH3:28])[CH3:27])=[O:24])[C@H:20]([C:30]([O:32][CH3:33])=[O:31])[CH2:19]1.C1(P(C2C=CC=CC=2)C2C=CC=CC=2)C=CC=CC=1.N(C(OC(C)C)=O)=NC(OC(C)C)=O, predict the reaction product. The product is: [N:1]1[CH:6]=[CH:5][CH:4]=[CH:3][C:2]=1[C:7]1[N:8]=[C:9]([O:16][C@H:18]2[CH2:22][N:21]([C:23]([O:25][C:26]([CH3:29])([CH3:28])[CH3:27])=[O:24])[C@H:20]([C:30]([O:32][CH3:33])=[O:31])[CH2:19]2)[C:10]2[CH:15]=[CH:14][S:13][C:11]=2[N:12]=1.